This data is from Full USPTO retrosynthesis dataset with 1.9M reactions from patents (1976-2016). The task is: Predict the reactants needed to synthesize the given product. (1) Given the product [C:32]([NH:1][C@@H:2]1[CH2:7][CH2:6][CH2:5][N:4]([C:8]2[N:13]3[N:14]=[CH:15][CH:16]=[C:12]3[N:11]=[C:10]([NH:17][C:18](=[O:29])[C:19]3[CH:24]=[CH:23][C:22]([C:25]([OH:28])([CH3:26])[CH3:27])=[CH:21][CH:20]=3)[CH:9]=2)[CH2:3]1)(=[O:33])[CH3:31], predict the reactants needed to synthesize it. The reactants are: [NH2:1][C@@H:2]1[CH2:7][CH2:6][CH2:5][N:4]([C:8]2[N:13]3[N:14]=[CH:15][CH:16]=[C:12]3[N:11]=[C:10]([NH:17][C:18](=[O:29])[C:19]3[CH:24]=[CH:23][C:22]([C:25]([OH:28])([CH3:27])[CH3:26])=[CH:21][CH:20]=3)[CH:9]=2)[CH2:3]1.F[C:31](F)(F)[C:32]([O-])=[O:33].C(Cl)(=O)C.O. (2) Given the product [NH:35]1[C:36]2[C:41](=[CH:40][CH:39]=[CH:38][CH:37]=2)[C:33]([C:30]2[CH2:31][CH2:32][N:27]([CH2:12][CH:13]3[O:26][C:17]4=[C:18]5[C:23](=[CH:24][CH:25]=[C:16]4[O:15][CH2:14]3)[N:22]=[CH:21][CH:20]=[CH:19]5)[CH2:28][CH:29]=2)=[CH:34]1, predict the reactants needed to synthesize it. The reactants are: CC1C=CC(S(O[CH2:12][C@@H:13]2[O:26][C:17]3=[C:18]4[C:23](=[CH:24][CH:25]=[C:16]3[O:15][CH2:14]2)[N:22]=[CH:21][CH:20]=[CH:19]4)(=O)=O)=CC=1.[NH:27]1[CH2:32][CH:31]=[C:30]([C:33]2[C:41]3[C:36](=[CH:37][CH:38]=[CH:39][CH:40]=3)[NH:35][CH:34]=2)[CH2:29][CH2:28]1. (3) Given the product [CH2:1]([O:3][C:4]([C:6]1[CH:10]=[N:9][N:8]([CH3:11])[C:7]=1[C:12](=[O:14])[NH:55][C:52]1[CH:53]=[CH:54][N:49]2[N:48]=[C:47]([C:43]3[CH:44]=[CH:45][CH:46]=[C:41]([O:40][CH3:39])[CH:42]=3)[N:56]=[C:50]2[CH:51]=1)=[O:5])[CH3:2], predict the reactants needed to synthesize it. The reactants are: [CH2:1]([O:3][C:4]([C:6]1[CH:10]=[N:9][N:8]([CH3:11])[C:7]=1[C:12]([OH:14])=O)=[O:5])[CH3:2].CN(C(ON1N=NC2C=CC=NC1=2)=[N+](C)C)C.F[P-](F)(F)(F)(F)F.[CH3:39][O:40][C:41]1[CH:42]=[C:43]([C:47]2[N:56]=[C:50]3[CH:51]=[C:52]([NH2:55])[CH:53]=[CH:54][N:49]3[N:48]=2)[CH:44]=[CH:45][CH:46]=1.CCN(C(C)C)C(C)C.